Dataset: CYP3A4 inhibition data for predicting drug metabolism from PubChem BioAssay. Task: Regression/Classification. Given a drug SMILES string, predict its absorption, distribution, metabolism, or excretion properties. Task type varies by dataset: regression for continuous measurements (e.g., permeability, clearance, half-life) or binary classification for categorical outcomes (e.g., BBB penetration, CYP inhibition). Dataset: cyp3a4_veith. (1) The compound is C=CCN1CC[C@]23c4c5ccc(O)c4O[C@@H]2C(=O)CC[C@@]3(O)[C@H]1C5. The result is 0 (non-inhibitor). (2) The molecule is C[N+](C)(C)CCCCCC[N+](C)(C)C.O.O.[Br-].[Br-]. The result is 0 (non-inhibitor).